This data is from Full USPTO retrosynthesis dataset with 1.9M reactions from patents (1976-2016). The task is: Predict the reactants needed to synthesize the given product. (1) Given the product [CH3:1][C:2]1[CH:3]=[CH:4][C:5]([C:21]([NH:23][C:24]2[CH:25]=[C:26]([C:36]([F:38])([F:39])[F:37])[CH:27]=[C:28]([N:30]3[CH:34]=[N:33][C:32]([CH3:35])=[CH:31]3)[CH:29]=2)=[O:22])=[CH:6][C:7]=1[NH:8][C:9]1[N:10]=[CH:11][CH:12]=[C:13]([C:15]2[CH:16]=[CH:17][CH:18]=[N:19][CH:20]=2)[N:14]=1.[C:47]([O-:54])(=[O:53])/[CH:48]=[CH:49]\[C:50]([O-:52])=[O:51], predict the reactants needed to synthesize it. The reactants are: [CH3:1][C:2]1[CH:3]=[CH:4][C:5]([C:21]([NH:23][C:24]2[CH:25]=[C:26]([C:36]([F:39])([F:38])[F:37])[CH:27]=[C:28]([N:30]3[CH:34]=[N:33][C:32]([CH3:35])=[CH:31]3)[CH:29]=2)=[O:22])=[CH:6][C:7]=1[NH:8][C:9]1[N:10]=[CH:11][CH:12]=[C:13]([C:15]2[CH:16]=[CH:17][CH:18]=[N:19][CH:20]=2)[N:14]=1.CN1CCCC1=O.[C:47]([OH:54])(=[O:53])/[CH:48]=[CH:49]\[C:50]([OH:52])=[O:51]. (2) The reactants are: [Cl:1][C:2]1[CH:7]=[CH:6][C:5]([CH2:8][C:9]2[C:18]3[C:13](=[CH:14][CH:15]=[CH:16][CH:17]=3)[C:12](=[O:19])[N:11]([CH2:20][C@H:21]3[CH2:25][CH2:24][CH2:23][NH:22]3)[N:10]=2)=[CH:4][CH:3]=1.[C:26]([O:30][CH3:31])(=[O:29])[CH:27]=[CH2:28]. Given the product [Cl:1][C:2]1[CH:7]=[CH:6][C:5]([CH2:8][C:9]2[C:18]3[C:13](=[CH:14][CH:15]=[CH:16][CH:17]=3)[C:12](=[O:19])[N:11]([CH2:20][C@H:21]3[CH2:25][CH2:24][CH2:23][N:22]3[CH2:28][CH2:27][C:26]([O:30][CH3:31])=[O:29])[N:10]=2)=[CH:4][CH:3]=1, predict the reactants needed to synthesize it. (3) Given the product [CH2:11]([O:10][C:8](=[N:7][O:6][CH2:5][CH2:4][C:3](=[O:13])[NH:17][CH:14]([CH3:16])[CH3:15])[CH3:9])[CH3:12], predict the reactants needed to synthesize it. The reactants are: CO[C:3](=[O:13])[CH2:4][CH2:5][O:6][N:7]=[C:8]([O:10][CH2:11][CH3:12])[CH3:9].[CH:14]([NH2:17])([CH3:16])[CH3:15]. (4) Given the product [CH3:13][C:14]([SH:15])([CH3:17])[CH2:16][N:10]1[CH2:9][CH2:8][N:7]([C:2]2[CH:3]=[CH:4][CH:5]=[CH:6][N:1]=2)[CH2:12][CH2:11]1, predict the reactants needed to synthesize it. The reactants are: [N:1]1[CH:6]=[CH:5][CH:4]=[CH:3][C:2]=1[N:7]1[CH2:12][CH2:11][NH:10][CH2:9][CH2:8]1.[CH3:13][C:14]1([CH3:17])[CH2:16][S:15]1. (5) Given the product [CH2:9]1[C:10]2[C:15](=[CH:14][C:13]([NH:17][C:18]3[N:34]=[C:21]4[C:22]([C:26]5[CH:31]=[CH:30][CH:29]=[C:28]([O:32][CH3:33])[CH:27]=5)=[CH:23][CH:24]=[CH:25][N:20]4[N:19]=3)=[CH:12][CH:11]=2)[CH2:16][NH:8]1, predict the reactants needed to synthesize it. The reactants are: C(OC([N:8]1[CH2:16][C:15]2[C:10](=[CH:11][CH:12]=[C:13]([NH:17][C:18]3[N:34]=[C:21]4[C:22]([C:26]5[CH:31]=[CH:30][CH:29]=[C:28]([O:32][CH3:33])[CH:27]=5)=[CH:23][CH:24]=[CH:25][N:20]4[N:19]=3)[CH:14]=2)[CH2:9]1)=O)(C)(C)C.FC(F)(F)C(O)=O. (6) Given the product [CH3:1][O:2][C:3]1[CH:4]=[CH:5][C:6]([C:7]([N:9]2[CH:14]([C:15]([OH:17])=[O:16])[CH:13]3[CH2:20][CH:10]2[CH2:11][CH2:12]3)=[O:8])=[CH:21][CH:22]=1, predict the reactants needed to synthesize it. The reactants are: [CH3:1][O:2][C:3]1[CH:22]=[CH:21][C:6]([C:7]([N:9]2[CH:14]([C:15]([O:17]CC)=[O:16])[CH:13]3[CH2:20][CH:10]2[CH2:11][CH2:12]3)=[O:8])=[CH:5][CH:4]=1.CO.[OH-].[Na+].Cl. (7) Given the product [Cl:20][C:21]1[C:28]([Cl:29])=[C:27]([OH:30])[CH:26]=[CH:25][C:22]=1[CH:23]=[CH:16][C:15]([C:13]1[S:14][C:10]([C:7]2[CH:6]=[CH:5][C:4]([O:3][C:2]([F:1])([F:18])[F:19])=[CH:9][CH:8]=2)=[CH:11][CH:12]=1)=[O:17], predict the reactants needed to synthesize it. The reactants are: [F:1][C:2]([F:19])([F:18])[O:3][C:4]1[CH:9]=[CH:8][C:7]([C:10]2[S:14][C:13]([C:15](=[O:17])[CH3:16])=[CH:12][CH:11]=2)=[CH:6][CH:5]=1.[Cl:20][C:21]1[C:28]([Cl:29])=[C:27]([OH:30])[CH:26]=[CH:25][C:22]=1[CH:23]=O. (8) Given the product [CH3:34][O:35][C:36]1[CH:37]=[CH:38][C:39]([C:42]([N:44]=[C:45]=[S:46])=[O:43])=[CH:40][CH:41]=1.[CH3:12][O:13][C:14]1[CH:15]=[C:16]2[C:21](=[CH:22][C:23]=1[O:24][CH3:25])[N:20]=[CH:19][CH:18]=[C:17]2[O:26][C:27]1[CH:33]=[CH:32][C:30]([NH:31][C:45]([NH:44][C:42](=[O:43])[C:39]2[CH:40]=[CH:41][C:36]([O:35][CH3:34])=[CH:37][CH:38]=2)=[S:46])=[CH:29][CH:28]=1, predict the reactants needed to synthesize it. The reactants are: COC1C=CC(C(Cl)=O)=CC=1.[CH3:12][O:13][C:14]1[CH:15]=[C:16]2[C:21](=[CH:22][C:23]=1[O:24][CH3:25])[N:20]=[CH:19][CH:18]=[C:17]2[O:26][C:27]1[CH:33]=[CH:32][C:30]([NH2:31])=[CH:29][CH:28]=1.[CH3:34][O:35][C:36]1[CH:41]=[CH:40][C:39]([C:42]([N:44]=[C:45]=[S:46])=[O:43])=[CH:38][CH:37]=1. (9) Given the product [CH3:3][N:4]1[CH:8]([C:9]([O:11][CH3:12])=[O:10])[CH2:7][N:6]([CH2:16][C:17]2[CH:22]=[CH:21][CH:20]=[CH:19][N:18]=2)[C:5]1=[O:13], predict the reactants needed to synthesize it. The reactants are: [H-].[Na+].[CH3:3][N:4]1[CH:8]([C:9]([O:11][CH3:12])=[O:10])[CH2:7][NH:6][C:5]1=[O:13].Br.Br[CH2:16][C:17]1[CH:22]=[CH:21][CH:20]=[CH:19][N:18]=1. (10) The reactants are: [Cl:1][C:2]1[CH:7]=[CH:6][N+:5]([O-])=[C:4]([CH2:9][CH2:10][C:11]([O:13][CH2:14][CH3:15])=[O:12])[CH:3]=1.C[Si]([C:20]#[N:21])(C)C.CN(C)C(Cl)=O. Given the product [Cl:1][C:2]1[CH:7]=[C:6]([C:20]#[N:21])[N:5]=[C:4]([CH2:9][CH2:10][C:11]([O:13][CH2:14][CH3:15])=[O:12])[CH:3]=1, predict the reactants needed to synthesize it.